This data is from Forward reaction prediction with 1.9M reactions from USPTO patents (1976-2016). The task is: Predict the product of the given reaction. (1) Given the reactants [ClH:1].C(OC([N:9]1[CH2:14][CH2:13][CH:12]([C:15]2[N:16]([CH2:27][CH2:28][N:29]([CH3:31])[CH3:30])[CH:17]=[C:18]([C:20]3[CH:25]=[CH:24][C:23]([Cl:26])=[CH:22][CH:21]=3)[N:19]=2)[CH2:11][CH2:10]1)=O)(C)(C)C, predict the reaction product. The product is: [ClH:26].[ClH:1].[ClH:26].[Cl:26][C:23]1[CH:24]=[CH:25][C:20]([C:18]2[N:19]=[C:15]([CH:12]3[CH2:11][CH2:10][NH:9][CH2:14][CH2:13]3)[N:16]([CH2:27][CH2:28][N:29]([CH3:31])[CH3:30])[CH:17]=2)=[CH:21][CH:22]=1. (2) Given the reactants O1CCCC1.[C:6]1([S:12][C:13]2[N:18]=[CH:17][C:16]([CH2:19][C:20](Cl)=[N:21][OH:22])=[CH:15][CH:14]=2)[CH:11]=[CH:10][CH:9]=[CH:8][CH:7]=1.[C:24]([C:26]1[C:27]([NH2:33])=[N:28][C:29]([NH2:32])=[CH:30][CH:31]=1)#[CH:25].C(N(CC)CC)C, predict the reaction product. The product is: [C:6]1([S:12][C:13]2[N:18]=[CH:17][C:16]([CH2:19][C:20]3[CH:25]=[C:24]([C:26]4[C:27]([NH2:33])=[N:28][C:29]([NH2:32])=[CH:30][CH:31]=4)[O:22][N:21]=3)=[CH:15][CH:14]=2)[CH:11]=[CH:10][CH:9]=[CH:8][CH:7]=1. (3) Given the reactants [NH:1]1[C:6](=O)[CH2:5][O:4][C:3]2[N:8]=[CH:9][CH:10]=[CH:11][C:2]1=2.B.C1COCC1, predict the reaction product. The product is: [NH:1]1[CH2:6][CH2:5][O:4][C:3]2[N:8]=[CH:9][CH:10]=[CH:11][C:2]1=2. (4) The product is: [F:22][C:23]([F:42])([F:41])[S:24]([O:19][C:16]1[CH:17]=[CH:18][C:13]([N:9]2[C:8](=[O:21])[C:7]3[C:2]([NH2:1])=[N:3][CH:4]=[N:5][C:6]=3[O:12][CH2:11][CH2:10]2)=[CH:14][C:15]=1[F:20])(=[O:26])=[O:25]. Given the reactants [NH2:1][C:2]1[C:7]2[C:8](=[O:21])[N:9]([C:13]3[CH:18]=[CH:17][C:16]([OH:19])=[C:15]([F:20])[CH:14]=3)[CH2:10][CH2:11][O:12][C:6]=2[N:5]=[CH:4][N:3]=1.[F:22][C:23]([F:42])([F:41])[S:24](N(C1C=CC=CC=1)[S:24]([C:23]([F:42])([F:41])[F:22])(=[O:26])=[O:25])(=[O:26])=[O:25].C(=O)([O-])[O-].[K+].[K+], predict the reaction product.